Dataset: Catalyst prediction with 721,799 reactions and 888 catalyst types from USPTO. Task: Predict which catalyst facilitates the given reaction. (1) Reactant: [CH3:1][O:2][C:3]1[C:12]([NH:13][C:14]([N:16]2[CH2:21][CH2:20][N:19]([C:22]3[CH:27]=[C:26]([O:28][CH3:29])[CH:25]=[C:24]([O:30][CH3:31])[CH:23]=3)[CH2:18][CH2:17]2)=[O:15])=[N:11][C:10]2[C:5](=[CH:6][CH:7]=[CH:8][CH:9]=2)[N:4]=1.[H-].[Na+].[CH2:34](I)[CH2:35][CH3:36]. Product: [CH3:1][O:2][C:3]1[C:12]([N:13]([CH:35]([CH3:36])[CH3:34])[C:14]([N:16]2[CH2:21][CH2:20][N:19]([C:22]3[CH:27]=[C:26]([O:28][CH3:29])[CH:25]=[C:24]([O:30][CH3:31])[CH:23]=3)[CH2:18][CH2:17]2)=[O:15])=[N:11][C:10]2[C:5](=[CH:6][CH:7]=[CH:8][CH:9]=2)[N:4]=1. The catalyst class is: 9. (2) Reactant: [C:1]1([CH3:11])[CH:6]=[CH:5][C:4]([S:7](Cl)(=[O:9])=[O:8])=[CH:3][CH:2]=1.[OH:12][C@@H:13]([C:24]1[CH:29]=[CH:28][CH:27]=[CH:26][CH:25]=1)[C:14]([O:16][CH2:17][C:18]1[CH:23]=[CH:22][CH:21]=[CH:20][CH:19]=1)=[O:15].C(N(CC)CC)C. Product: [C:24]1([CH:13]([O:12][S:7]([C:4]2[CH:5]=[CH:6][C:1]([CH3:11])=[CH:2][CH:3]=2)(=[O:9])=[O:8])[C:14]([O:16][CH2:17][C:18]2[CH:23]=[CH:22][CH:21]=[CH:20][CH:19]=2)=[O:15])[CH:29]=[CH:28][CH:27]=[CH:26][CH:25]=1. The catalyst class is: 143. (3) Reactant: [CH2:1]1[CH2:3][CH:2]1[C:4](O)=O.Cl.Cl.[C:9]1([NH2:16])[CH:14]=[CH:13][CH:12]=[CH:11][C:10]=1[NH2:15].[OH-].[Na+]. Product: [CH:2]1([C:4]2[NH:15][C:10]3[CH:11]=[CH:12][CH:13]=[CH:14][C:9]=3[N:16]=2)[CH2:3][CH2:1]1. The catalyst class is: 6.